This data is from Forward reaction prediction with 1.9M reactions from USPTO patents (1976-2016). The task is: Predict the product of the given reaction. (1) Given the reactants [CH3:1][CH:2]1[CH2:7][CH2:6][CH2:5][NH:4][CH:3]1[C:8]1[CH:13]=[CH:12][CH:11]=[CH:10][C:9]=1[CH3:14].C[CH:16]1[CH2:21][CH2:20][CH2:19]N[CH:17]1[CH:22]1[CH2:27][CH2:26][CH2:25][CH2:24][CH:23]1[CH3:28].ClCC(N([CH2:43][C:44]1[CH:49]=[CH:48][CH:47]=[CH:46][C:45]=1[F:50])C1CC2C(=CC=CC=2)C1)=O.C(=O)([O-])[O-:52].[K+].[K+], predict the reaction product. The product is: [F:50][C:45]1[CH:46]=[CH:47][CH:48]=[CH:49][C:44]=1[CH2:43][CH:21]([CH:16]1[CH2:17][C:22]2[C:23](=[CH:24][CH:25]=[CH:26][CH:27]=2)[CH2:28]1)[C:20](=[O:52])[CH2:19][N:4]1[CH2:5][CH2:6][CH2:7][CH:2]([CH3:1])[CH:3]1[C:8]1[CH:13]=[CH:12][CH:11]=[CH:10][C:9]=1[CH3:14]. (2) Given the reactants Br[CH2:2][C:3]([C:5]1[C:6]([C:12]([F:15])([F:14])[F:13])=[N:7][N:8]([CH3:11])[C:9]=1[Cl:10])=[O:4].[C-:16]#[N:17].[Na+].Cl, predict the reaction product. The product is: [Cl:10][C:9]1[N:8]([CH3:11])[N:7]=[C:6]([C:12]([F:15])([F:14])[F:13])[C:5]=1[C:3](=[O:4])[CH2:2][C:16]#[N:17]. (3) Given the reactants C([Sn](CCCC)(CCCC)[C:6]([F:30])=[CH:7][CH:8]=[C:9]([C:11]1[CH:16]=[C:15]([C:17]([CH3:20])([CH3:19])[CH3:18])[CH:14]=[C:13]([C:21]([CH3:24])([CH3:23])[CH3:22])[C:12]=1[O:25][CH2:26][CH:27]([F:29])[F:28])[CH3:10])CCC.I[C:40]([CH3:45])=[CH:41][C:42]([OH:44])=[O:43].[F-].[K+], predict the reaction product. The product is: [C:21]([C:13]1[C:12]([O:25][CH2:26][CH:27]([F:28])[F:29])=[C:11]([C:9]([CH3:10])=[CH:8][CH:7]=[C:6]([F:30])[C:40]([CH3:45])=[CH:41][C:42]([OH:44])=[O:43])[CH:16]=[C:15]([C:17]([CH3:20])([CH3:19])[CH3:18])[CH:14]=1)([CH3:22])([CH3:23])[CH3:24]. (4) Given the reactants [Cl:1][C:2]1[CH:3]=[C:4]([CH:17]=[CH:18][CH:19]=1)[CH2:5][NH:6][C:7]1[CH:12]=[C:11](F)[CH:10]=[CH:9][C:8]=1[N+:14]([O-:16])=[O:15].[N:20]1(C(OC(C)(C)C)=O)[CH2:25][CH2:24][NH:23][CH2:22][CH2:21]1.C(N(CC)C(C)C)(C)C, predict the reaction product. The product is: [ClH:1].[Cl:1][C:2]1[CH:3]=[C:4]([CH:17]=[CH:18][CH:19]=1)[CH2:5][NH:6][C:7]1[CH:12]=[C:11]([N:20]2[CH2:25][CH2:24][NH:23][CH2:22][CH2:21]2)[CH:10]=[CH:9][C:8]=1[N+:14]([O-:16])=[O:15]. (5) Given the reactants [NH2:1][C:2]1[CH:3]=[C:4]([CH:7]=[CH:8][C:9]=1[NH2:10])[C:5]#[N:6].O.[C:12](O)(=O)[CH:13]=[O:14], predict the reaction product. The product is: [O:14]=[C:13]1[CH:12]=[N:1][C:2]2[C:9](=[CH:8][CH:7]=[C:4]([C:5]#[N:6])[CH:3]=2)[NH:10]1. (6) Given the reactants F[C:2]1[CH:3]=[C:4]([OH:11])[CH:5]=[CH:6][C:7]=1[N+:8]([O-:10])=[O:9].[CH2:12]1[O:21][C:20]2[CH:19]=[CH:18][C:16]([NH2:17])=[CH:15][C:14]=2[O:13]1, predict the reaction product. The product is: [CH2:12]1[O:21][C:20]2[CH:19]=[CH:18][C:16]([NH:17][C:2]3[CH:3]=[C:4]([OH:11])[CH:5]=[CH:6][C:7]=3[N+:8]([O-:10])=[O:9])=[CH:15][C:14]=2[O:13]1. (7) Given the reactants [CH3:1][C:2]1[C:11]([N+:12]([O-:14])=[O:13])=[CH:10][CH:9]=[CH:8][C:3]=1[C:4]([O:6][CH3:7])=[O:5].C1C(=O)N([Br:22])C(=O)C1, predict the reaction product. The product is: [CH3:7][O:6][C:4](=[O:5])[C:3]1[CH:8]=[CH:9][CH:10]=[C:11]([N+:12]([O-:14])=[O:13])[C:2]=1[CH2:1][Br:22]. (8) Given the reactants Cl.[NH2:2][C@@H:3]([C:6]1[S:7][C:8]([CH:11]2[O:16]CC(C)(C)CO2)=[CH:9][CH:10]=1)[CH2:4][OH:5].C(N(CC)CC)C.C[Si](Cl)(C)C.[S:31]1[C:35]2[CH:36]=[C:37]([S:40](Cl)(=[O:42])=[O:41])[CH:38]=[CH:39][C:34]=2[N:33]=[CH:32]1.Cl, predict the reaction product. The product is: [CH:11]([C:8]1[S:7][C:6]([C@H:3]([NH:2][S:40]([C:37]2[CH:38]=[CH:39][C:34]3[N:33]=[CH:32][S:31][C:35]=3[CH:36]=2)(=[O:41])=[O:42])[CH2:4][OH:5])=[CH:10][CH:9]=1)=[O:16]. (9) Given the reactants [CH:1]([N:4]1[CH:8]([C:9]2[CH:10]=[C:11]([C:15]3[CH:20]=[CH:19][CH:18]=[C:17]([S:21]([CH3:24])(=[O:23])=[O:22])[CH:16]=3)[CH:12]=[CH:13][CH:14]=2)[CH2:7][NH:6][C:5]1=[O:25])([CH3:3])[CH3:2].[H-].[Na+].[CH3:28][S:29](Cl)(=[O:31])=[O:30], predict the reaction product. The product is: [CH:1]([N:4]1[CH:8]([C:9]2[CH:10]=[C:11]([C:15]3[CH:20]=[CH:19][CH:18]=[C:17]([S:21]([CH3:24])(=[O:22])=[O:23])[CH:16]=3)[CH:12]=[CH:13][CH:14]=2)[CH2:7][N:6]([S:29]([CH3:28])(=[O:31])=[O:30])[C:5]1=[O:25])([CH3:3])[CH3:2].